This data is from Peptide-MHC class I binding affinity with 185,985 pairs from IEDB/IMGT. The task is: Regression. Given a peptide amino acid sequence and an MHC pseudo amino acid sequence, predict their binding affinity value. This is MHC class I binding data. (1) The peptide sequence is AMDEFIQRY. The MHC is HLA-A29:02 with pseudo-sequence HLA-A29:02. The binding affinity (normalized) is 0.372. (2) The peptide sequence is ERFLAQEQL. The MHC is HLA-B27:05 with pseudo-sequence HLA-B27:05. The binding affinity (normalized) is 0.391. (3) The binding affinity (normalized) is 0. The MHC is HLA-A29:02 with pseudo-sequence HLA-A29:02. The peptide sequence is MHEDIISLW. (4) The peptide sequence is CINGECWTI. The MHC is HLA-A02:01 with pseudo-sequence HLA-A02:01. The binding affinity (normalized) is 0.0726.